Dataset: Retrosynthesis with 50K atom-mapped reactions and 10 reaction types from USPTO. Task: Predict the reactants needed to synthesize the given product. (1) Given the product Cc1cccc(C)c1N1CCC(CO)C1, predict the reactants needed to synthesize it. The reactants are: Cc1cccc(C)c1Br.OCC1CCNC1. (2) Given the product C[Si](C)(C)CCOCn1ccc(Nc2cc(O)cc(CO)n2)n1, predict the reactants needed to synthesize it. The reactants are: COC(=O)c1cc(O)cc(Nc2ccn(COCC[Si](C)(C)C)n2)n1. (3) Given the product CC(C)(C)OC(=O)N1CCN(c2ccc(F)c(C#N)c2)CC1, predict the reactants needed to synthesize it. The reactants are: CC(C)(C)OC(=O)N1CCNCC1.N#Cc1cc(Br)ccc1F. (4) Given the product CC(NC(=O)c1cc(NC(=O)C2CC2)ncn1)c1ccc(OCC(F)(F)F)nc1, predict the reactants needed to synthesize it. The reactants are: CC(NC(=O)c1cc(N)ncn1)c1ccc(OCC(F)(F)F)nc1.O=C(Cl)C1CC1. (5) Given the product CCOC(=O)c1cc2cc(Br)ccc2n1-c1ccc(OC(C)C)cc1, predict the reactants needed to synthesize it. The reactants are: CC(C)Oc1ccc(B(O)O)cc1.CCOC(=O)c1cc2cc(Br)ccc2[nH]1.